The task is: Predict the reaction yield, written as a fraction of the theoretical maximum amount of product (1.0 means a 100% yield; for example, 0.34 means a 34% yield).. This data is from Reaction yield outcomes from USPTO patents with 853,638 reactions. The reactants are [CH3:13][C:12]([O:11][C:9](O[C:9]([O:11][C:12]([CH3:15])([CH3:14])[CH3:13])=[O:10])=[O:10])([CH3:15])[CH3:14].[NH2:16][CH2:17][CH2:18][OH:19].C(N(CC)CC)C. The catalyst is ClCCl. The product is [C:12]([O:11][C:9](=[O:10])[NH:16][CH2:17][CH2:18][OH:19])([CH3:13])([CH3:14])[CH3:15]. The yield is 0.300.